This data is from Reaction yield outcomes from USPTO patents with 853,638 reactions. The task is: Predict the reaction yield, written as a fraction of the theoretical maximum amount of product (1.0 means a 100% yield; for example, 0.34 means a 34% yield). The reactants are [CH:1]1[C:6]([OH:7])=[CH:5][CH:4]=[CH:3][C:2]=1[CH3:8].[CH2:9](Br)[CH:10]=[CH2:11].C(=O)([O-])[O-].[K+].[K+]. The catalyst is CC(C)=O. The product is [CH3:8][C:2]1[CH:1]=[C:6]([O:7][CH2:11][CH:10]=[CH2:9])[CH:5]=[CH:4][CH:3]=1. The yield is 0.950.